The task is: Predict the product of the given reaction.. This data is from Forward reaction prediction with 1.9M reactions from USPTO patents (1976-2016). (1) Given the reactants [F:1][C:2]1[C:7]([F:8])=[CH:6][CH:5]=[CH:4][C:3]=1[C:9]1[N:17]=[C:12]2[CH:13]=[N:14][NH:15][CH:16]=[C:11]2[N:10]=1.Cl[CH2:19][C:20]1[O:24][N:23]=[C:22]([C:25]2[S:29][C:28]([CH3:30])=[N:27][C:26]=2[CH3:31])[CH:21]=1, predict the reaction product. The product is: [F:1][C:2]1[C:7]([F:8])=[CH:6][CH:5]=[CH:4][C:3]=1[C:9]1[N:17]=[C:12]2[CH:13]=[N:14][N:15]([CH2:19][C:20]3[O:24][N:23]=[C:22]([C:25]4[S:29][C:28]([CH3:30])=[N:27][C:26]=4[CH3:31])[CH:21]=3)[CH:16]=[C:11]2[N:10]=1. (2) Given the reactants Cl.[CH3:2][O:3][C:4](=[O:8])[C@H:5]([CH3:7])[NH2:6].C(N(CC)CC)C.[Cl:16][CH2:17][C:18](Cl)=[O:19], predict the reaction product. The product is: [Cl:16][CH2:17][C:18]([NH:6][C@@H:5]([CH3:7])[C:4]([O:3][CH3:2])=[O:8])=[O:19].